From a dataset of Full USPTO retrosynthesis dataset with 1.9M reactions from patents (1976-2016). Predict the reactants needed to synthesize the given product. (1) Given the product [Cl:30][CH2:31][CH2:32][CH2:33][C:34]([NH:23][C:21]1[CH:20]=[N:19][N:18]([C:15]2[CH:14]=[CH:13][C:12]([O:11][CH:8]3[CH2:9][CH2:10][N:5]([CH:1]4[CH2:2][CH2:3][CH2:4]4)[CH2:6][CH2:7]3)=[CH:17][CH:16]=2)[CH:22]=1)=[O:35], predict the reactants needed to synthesize it. The reactants are: [CH:1]1([N:5]2[CH2:10][CH2:9][CH:8]([O:11][C:12]3[CH:17]=[CH:16][C:15]([N:18]4[CH:22]=[C:21]([NH2:23])[CH:20]=[N:19]4)=[CH:14][CH:13]=3)[CH2:7][CH2:6]2)[CH2:4][CH2:3][CH2:2]1.N1C=CC=CC=1.[Cl:30][CH2:31][CH2:32][CH2:33][C:34](Cl)=[O:35]. (2) Given the product [CH2:11]([O:13][C:14]([C:16]1[NH:17][C:18]([CH:27]=[C:3]2[C:4]3[C:9](=[CH:8][CH:7]=[CH:6][CH:5]=3)[NH:1][C:2]2=[O:10])=[C:19]([CH2:22][CH2:23][C:24]([OH:26])=[O:25])[C:20]=1[CH3:21])=[O:15])[CH3:12], predict the reactants needed to synthesize it. The reactants are: [NH:1]1[C:9]2[C:4](=[CH:5][CH:6]=[CH:7][CH:8]=2)[CH2:3][C:2]1=[O:10].[CH2:11]([O:13][C:14]([C:16]1[NH:17][C:18]([CH:27]=O)=[C:19]([CH2:22][CH2:23][C:24]([OH:26])=[O:25])[C:20]=1[CH3:21])=[O:15])[CH3:12]. (3) Given the product [Br:17][CH2:1][C:2]1[S:6][C:5]([C:7]([O:9][CH2:10][C:11]2[CH:16]=[CH:15][CH:14]=[CH:13][CH:12]=2)=[O:8])=[CH:4][CH:3]=1, predict the reactants needed to synthesize it. The reactants are: [CH3:1][C:2]1[S:6][C:5]([C:7]([O:9][CH2:10][C:11]2[CH:16]=[CH:15][CH:14]=[CH:13][CH:12]=2)=[O:8])=[CH:4][CH:3]=1.[Br:17]N1C(=O)CCC1=O.